This data is from Catalyst prediction with 721,799 reactions and 888 catalyst types from USPTO. The task is: Predict which catalyst facilitates the given reaction. Reactant: [Br:1][C:2]1[CH:3]=[CH:4][C:5]([Cl:11])=[C:6]([CH:10]=1)[C:7](Cl)=[O:8].[CH2:12]([O:14][C:15]1[CH:20]=[CH:19][CH:18]=[CH:17][C:16]=1[F:21])[CH3:13].[Cl-].[Cl-].[Cl-].[Al+3]. Product: [Br:1][C:2]1[CH:3]=[CH:4][C:5]([Cl:11])=[C:6]([C:7]([C:18]2[CH:19]=[CH:20][C:15]([O:14][CH2:12][CH3:13])=[C:16]([F:21])[CH:17]=2)=[O:8])[CH:10]=1. The catalyst class is: 4.